From a dataset of Full USPTO retrosynthesis dataset with 1.9M reactions from patents (1976-2016). Predict the reactants needed to synthesize the given product. (1) Given the product [NH2:24][C:4]1[C:5]([CH3:23])=[C:6]([CH:22]=[C:2]([Cl:1])[CH:3]=1)[CH2:7][N:8]1[CH2:13][CH2:12][N:11]([C:14]([O:16][C:17]([CH3:20])([CH3:19])[CH3:18])=[O:15])[C@@H:10]([CH3:21])[CH2:9]1, predict the reactants needed to synthesize it. The reactants are: [Cl:1][C:2]1[CH:3]=[C:4]([N+:24]([O-])=O)[C:5]([CH3:23])=[C:6]([CH:22]=1)[CH2:7][N:8]1[CH2:13][CH2:12][N:11]([C:14]([O:16][C:17]([CH3:20])([CH3:19])[CH3:18])=[O:15])[C@@H:10]([CH3:21])[CH2:9]1. (2) Given the product [Br:18][CH:2]([CH2:3][CH2:4][CH2:5][CH2:6][CH2:7][CH2:8][CH2:9][CH2:10][CH2:11][CH2:12][CH2:13][CH2:14][CH3:15])[CH3:1], predict the reactants needed to synthesize it. The reactants are: [CH3:1][CH:2](O)[CH2:3][CH2:4][CH2:5][CH2:6][CH2:7][CH2:8][CH2:9][CH2:10][CH2:11][CH2:12][CH2:13][CH2:14][CH3:15].C(Br)(Br)(Br)[Br:18].C1(P(C2C=CC=CC=2)C2C=CC=CC=2)C=CC=CC=1. (3) Given the product [CH2:16]([NH:18][C:9](=[O:11])[C:8]1[CH:12]=[CH:13][CH:14]=[CH:15][C:7]=1[C:1]1[CH:2]=[CH:3][CH:4]=[CH:5][CH:6]=1)[CH3:17], predict the reactants needed to synthesize it. The reactants are: [C:1]1([C:7]2[CH:15]=[CH:14][CH:13]=[CH:12][C:8]=2[C:9]([OH:11])=O)[CH:6]=[CH:5][CH:4]=[CH:3][CH:2]=1.[CH2:16]([NH2:18])[CH3:17]. (4) Given the product [Cl:1][C:2]1[CH:7]=[CH:6][C:5](/[C:19](=[C:18]2/[C:17](=[O:26])[N:16]([CH2:15][C:14]3[CH:13]=[CH:12][C:11]([O:10][CH3:9])=[CH:34][CH:33]=3)[C:27]3[C:32]/2=[CH:31][CH:30]=[CH:29][CH:28]=3)/[C:20]2[CH:25]=[CH:24][CH:23]=[CH:22][CH:21]=2)=[CH:4][CH:3]=1, predict the reactants needed to synthesize it. The reactants are: [Cl:1][C:2]1[CH:7]=[CH:6][C:5](I)=[CH:4][CH:3]=1.[CH3:9][O:10][C:11]1[CH:34]=[CH:33][C:14]([CH2:15][N:16]([C:27]2[CH:32]=[CH:31][CH:30]=[CH:29][CH:28]=2)[C:17](=[O:26])[C:18]#[C:19][C:20]2[CH:25]=[CH:24][CH:23]=[CH:22][CH:21]=2)=[CH:13][CH:12]=1. (5) Given the product [CH2:1]([O:8][C:9]1[CH:24]=[CH:23][C:22]([C:33]#[N:35])=[CH:21][C:10]=1[C:11]([O:13][CH2:14][C:15]1[CH:20]=[CH:19][CH:18]=[CH:17][CH:16]=1)=[O:12])[C:2]1[CH:7]=[CH:6][CH:5]=[CH:4][CH:3]=1, predict the reactants needed to synthesize it. The reactants are: [CH2:1]([O:8][C:9]1[CH:24]=[CH:23][C:22](Br)=[CH:21][C:10]=1[C:11]([O:13][CH2:14][C:15]1[CH:20]=[CH:19][CH:18]=[CH:17][CH:16]=1)=[O:12])[C:2]1[CH:7]=[CH:6][CH:5]=[CH:4][CH:3]=1.C(=O)([O-])[O-].[Na+].[Na+].C[C:33]([N:35](C)C)=O. (6) Given the product [N:8]1[C:17]2[C:12](=[C:13]([S:18]([NH:21][C:5](=[O:7])[CH3:6])(=[O:19])=[O:20])[CH:14]=[CH:15][CH:16]=2)[CH:11]=[CH:10][CH:9]=1, predict the reactants needed to synthesize it. The reactants are: C(O[C:5](=[O:7])[CH3:6])(=O)C.[N:8]1[C:17]2[CH:16]=[CH:15][CH:14]=[C:13]([S:18]([NH2:21])(=[O:20])=[O:19])[C:12]=2[CH:11]=[CH:10][CH:9]=1. (7) Given the product [CH3:1][C:2]1[CH:3]=[C:4]([NH:5][C:10](=[O:12])[CH3:11])[CH:6]=[C:7]([CH3:9])[CH:8]=1, predict the reactants needed to synthesize it. The reactants are: [CH3:1][C:2]1[CH:3]=[C:4]([CH:6]=[C:7]([CH3:9])[CH:8]=1)[NH2:5].[C:10](OC(=O)C)(=[O:12])[CH3:11].